Predict the product of the given reaction. From a dataset of Forward reaction prediction with 1.9M reactions from USPTO patents (1976-2016). (1) Given the reactants [F:1][C:2]1[CH:3]=[CH:4][C:5]([O:27][CH3:28])=[C:6]([C:8]2[CH:13]=[CH:12][N:11]=[C:10]3[N:14]([CH2:19][O:20][CH2:21][CH2:22][Si:23]([CH3:26])([CH3:25])[CH3:24])[CH:15]=[C:16]([C:17]#[N:18])[C:9]=23)[CH:7]=1.C([N-]C(C)C)(C)C.[Li+].[I:37]I, predict the reaction product. The product is: [F:1][C:2]1[CH:3]=[CH:4][C:5]([O:27][CH3:28])=[C:6]([C:8]2[CH:13]=[CH:12][N:11]=[C:10]3[N:14]([CH2:19][O:20][CH2:21][CH2:22][Si:23]([CH3:24])([CH3:26])[CH3:25])[C:15]([I:37])=[C:16]([C:17]#[N:18])[C:9]=23)[CH:7]=1. (2) The product is: [ClH:18].[N:28]12[CH2:17][CH2:16][CH:25]([CH2:20][CH2:21]1)[C@@H:24]([NH:26][C:13]([C:10]1[S:11][C:12]3[C:4]([N+:1]([O-:3])=[O:2])=[CH:5][CH:6]=[CH:7][C:8]=3[CH:9]=1)=[O:15])[CH2:23]2. Given the reactants [N+:1]([C:4]1[C:12]2[S:11][C:10]([C:13]([OH:15])=O)=[CH:9][C:8]=2[CH:7]=[CH:6][CH:5]=1)([O-:3])=[O:2].[CH2:16](Cl)[CH2:17][Cl:18].[CH:20]1[CH:21]=C[C:23]2[N:28](O)N=[N:26][C:24]=2[CH:25]=1.C(N(CC)CC)C, predict the reaction product. (3) Given the reactants [H-].[H-].[H-].[H-].[Li+].[Al+3].C([O:9][C:10]([C:12]1[N:13]([CH2:42][C:43]2[CH:48]=[CH:47][CH:46]=[C:45]([Cl:49])[CH:44]=2)[C:14]2[C:19]([C:20]=1[NH:21][C:22](=[O:31])[C:23]1[CH:28]=[CH:27][C:26]([O:29][CH3:30])=[CH:25][CH:24]=1)=[CH:18][CH:17]=[C:16]([C:32]1[CH:37]=[CH:36][C:35]([O:38][CH:39]([CH3:41])[CH3:40])=[CH:34][CH:33]=1)[CH:15]=2)=O)C.Cl, predict the reaction product. The product is: [Cl:49][C:45]1[CH:44]=[C:43]([CH:48]=[CH:47][CH:46]=1)[CH2:42][N:13]1[C:14]2[C:19](=[CH:18][CH:17]=[C:16]([C:32]3[CH:37]=[CH:36][C:35]([O:38][CH:39]([CH3:41])[CH3:40])=[CH:34][CH:33]=3)[CH:15]=2)[C:20]([NH:21][C:22](=[O:31])[C:23]2[CH:28]=[CH:27][C:26]([O:29][CH3:30])=[CH:25][CH:24]=2)=[C:12]1[CH2:10][OH:9]. (4) Given the reactants [Cl:1][C:2]1[CH:3]=[C:4]([CH:9]([CH2:13][CH:14]2[CH2:19][CH2:18][O:17][CH2:16][CH2:15]2)[C:10]([OH:12])=O)[CH:5]=[CH:6][C:7]=1[Cl:8].C(Cl)(=O)C(Cl)=O.[NH2:26][C:27]1[CH:31]=[CH:30][N:29]([CH2:32][C:33]([CH3:36])([OH:35])[CH3:34])[N:28]=1.N1C(C)=CC=CC=1C, predict the reaction product. The product is: [Cl:1][C:2]1[CH:3]=[C:4]([CH:9]([CH2:13][CH:14]2[CH2:19][CH2:18][O:17][CH2:16][CH2:15]2)[C:10]([NH:26][C:27]2[CH:31]=[CH:30][N:29]([CH2:32][C:33]([OH:35])([CH3:34])[CH3:36])[N:28]=2)=[O:12])[CH:5]=[CH:6][C:7]=1[Cl:8]. (5) Given the reactants [C:1]([C:3]1[C:4]([C:17]2[CH:22]=[CH:21][C:20]([F:23])=[CH:19][C:18]=2[CH3:24])=[CH:5][C:6]([N:9]2[CH2:14][CH2:13][S:12](=[O:16])(=[O:15])[CH2:11][CH2:10]2)=[N:7][CH:8]=1)#[N:2].S(=O)(=O)(O)[OH:26].[OH-].[Na+], predict the reaction product. The product is: [F:23][C:20]1[CH:21]=[CH:22][C:17]([C:4]2[CH:5]=[C:6]([N:9]3[CH2:14][CH2:13][S:12](=[O:15])(=[O:16])[CH2:11][CH2:10]3)[N:7]=[CH:8][C:3]=2[C:1]([NH2:2])=[O:26])=[C:18]([CH3:24])[CH:19]=1.